Dataset: Forward reaction prediction with 1.9M reactions from USPTO patents (1976-2016). Task: Predict the product of the given reaction. (1) Given the reactants [Si:1]([O:18][CH:19]1[CH2:24][CH:23]2[CH:21]([CH:22]2[C:25](N(OC)C)=[O:26])[CH2:20]1)([C:14]([CH3:17])([CH3:16])[CH3:15])([C:8]1[CH:13]=[CH:12][CH:11]=[CH:10][CH:9]=1)[C:2]1[CH:7]=[CH:6][CH:5]=[CH:4][CH:3]=1.[CH3:31][Mg]Br.[Cl-].[NH4+], predict the reaction product. The product is: [Si:1]([O:18][CH:19]1[CH2:24][CH:23]2[CH:21]([CH:22]2[C:25](=[O:26])[CH3:31])[CH2:20]1)([C:14]([CH3:16])([CH3:15])[CH3:17])([C:8]1[CH:13]=[CH:12][CH:11]=[CH:10][CH:9]=1)[C:2]1[CH:3]=[CH:4][CH:5]=[CH:6][CH:7]=1. (2) The product is: [N:10]1[C:3]2[CH:4]=[CH:5][CH:6]=[CH:7][C:2]=2[NH:1][CH:16]=1. Given the reactants [NH2:1][C:2]1[CH:7]=[C:6](F)[CH:5]=[C:4](F)[C:3]=1[NH2:10].S(=O)(O)[O-].[Na+].[CH3:16]N(C)C(=O)C, predict the reaction product. (3) Given the reactants [Cl:1][C:2]1[N:3]=[N:4][C:5]([C:8]2[CH:13]=[CH:12][C:11]([O:14]C)=[CH:10][CH:9]=2)=[CH:6][CH:7]=1, predict the reaction product. The product is: [Cl:1][C:2]1[N:3]=[N:4][C:5]([C:8]2[CH:13]=[CH:12][C:11]([OH:14])=[CH:10][CH:9]=2)=[CH:6][CH:7]=1. (4) Given the reactants Cl[C:2]1[CH:7]=[C:6]([NH:8][CH2:9][C:10]2[CH:15]=[CH:14][CH:13]=[C:12]([N+:16]([O-])=O)[CH:11]=2)[CH:5]=[CH:4][N:3]=1.[H][H], predict the reaction product. The product is: [NH2:16][C:12]1[CH:11]=[C:10]([CH:15]=[CH:14][CH:13]=1)[CH2:9][NH:8][C:6]1[CH:5]=[CH:4][N:3]=[CH:2][CH:7]=1. (5) Given the reactants [CH3:1][C:2]1[CH:7]=[C:6]([CH3:8])[CH:5]=[C:4]([CH3:9])[C:3]=1[SH:10].[H-].[Na+].[CH2:13]([N:20]1[C:24]2[N:25]=[C:26]([NH2:30])[N:27]=[C:28](Cl)[C:23]=2[CH:22]=[CH:21]1)[C:14]1[CH:19]=[CH:18][CH:17]=[CH:16][CH:15]=1, predict the reaction product. The product is: [CH2:13]([N:20]1[C:24]2[N:25]=[C:26]([NH2:30])[N:27]=[C:28]([S:10][C:3]3[C:4]([CH3:9])=[CH:5][C:6]([CH3:8])=[CH:7][C:2]=3[CH3:1])[C:23]=2[CH:22]=[CH:21]1)[C:14]1[CH:15]=[CH:16][CH:17]=[CH:18][CH:19]=1. (6) Given the reactants FC(F)(F)C(O)=O.[O:8]1[CH2:13][CH2:12][CH:11]([C:14]2[CH:19]=[CH:18][N:17]=[C:16]([CH2:20][C:21]([OH:23])=O)[CH:15]=2)[CH2:10][CH2:9]1.[NH2:24][C:25]1[N:30]=[N:29][C:28]([CH2:31][CH2:32][CH2:33][CH2:34][N:35]2[CH:39]=[C:38]([C:40]([NH:42][CH3:43])=[O:41])[N:37]=[N:36]2)=[CH:27][CH:26]=1.C(P1(=O)OP(CCC)(=O)OP(CCC)(=O)O1)CC, predict the reaction product. The product is: [CH3:43][NH:42][C:40]([C:38]1[N:37]=[N:36][N:35]([CH2:34][CH2:33][CH2:32][CH2:31][C:28]2[N:29]=[N:30][C:25]([NH:24][C:21](=[O:23])[CH2:20][C:16]3[CH:15]=[C:14]([CH:11]4[CH2:10][CH2:9][O:8][CH2:13][CH2:12]4)[CH:19]=[CH:18][N:17]=3)=[CH:26][CH:27]=2)[CH:39]=1)=[O:41].